The task is: Predict which catalyst facilitates the given reaction.. This data is from Catalyst prediction with 721,799 reactions and 888 catalyst types from USPTO. (1) Reactant: C[O:2][C:3](=[O:38])[CH:4]([C:10]1[CH:11]=[C:12]([C:28]2[CH:33]=[CH:32][C:31]([C:34]([F:37])([F:36])[F:35])=[CH:30][CH:29]=2)[CH:13]=[C:14]([C:16]2[CH:21]=[CH:20][C:19]([O:22][C:23]([F:26])([F:25])[F:24])=[C:18]([F:27])[CH:17]=2)[CH:15]=1)[CH2:5][CH:6]([CH2:8][CH3:9])[CH3:7].[Li+].[OH-]. Product: [F:27][C:18]1[CH:17]=[C:16]([C:14]2[CH:15]=[C:10]([CH:4]([CH2:5][CH:6]([CH2:8][CH3:9])[CH3:7])[C:3]([OH:38])=[O:2])[CH:11]=[C:12]([C:28]3[CH:29]=[CH:30][C:31]([C:34]([F:35])([F:36])[F:37])=[CH:32][CH:33]=3)[CH:13]=2)[CH:21]=[CH:20][C:19]=1[O:22][C:23]([F:25])([F:24])[F:26]. The catalyst class is: 24. (2) Product: [F:19][C:20]1[CH:25]=[C:24]([N+:26]([O-:28])=[O:27])[CH:23]=[CH:22][C:21]=1[O:29][C:2]1[CH:7]=[C:6]([O:8][CH2:9][C:10]#[C:11][CH3:12])[N:5]=[CH:4][N:3]=1. Reactant: Cl[C:2]1[CH:7]=[C:6]([O:8][CH2:9][C:10]#[C:11][CH3:12])[N:5]=[CH:4][N:3]=1.C(=O)([O-])[O-].[K+].[K+].[F:19][C:20]1[CH:25]=[C:24]([N+:26]([O-:28])=[O:27])[CH:23]=[CH:22][C:21]=1[OH:29].[Cl-].[NH4+]. The catalyst class is: 9. (3) Reactant: [O:1]=[C:2]1[O:6][CH2:5][C@:4]2([CH2:10][CH2:9][C@@H:8]([C:11]3[CH:12]=[C:13]4[C:18](=[CH:19][CH:20]=3)[CH2:17][CH:16]([C:21](OC)=[O:22])[CH2:15][CH2:14]4)[CH2:7]2)[NH:3]1.[BH4-].[Li+]. Product: [OH:22][CH2:21][CH:16]1[CH2:15][CH2:14][C:13]2[CH:12]=[C:11]([C@@H:8]3[CH2:9][CH2:10][C@@:4]4([NH:3][C:2](=[O:1])[O:6][CH2:5]4)[CH2:7]3)[CH:20]=[CH:19][C:18]=2[CH2:17]1. The catalyst class is: 1. (4) Reactant: [Br:1][C:2]1[N:3]=[C:4]2[CH2:12][CH2:11][C:10](=[O:13])[NH:9][C:5]2=[N:6][C:7]=1[Cl:8].Br[CH2:15][CH2:16][CH2:17][CH2:18][CH2:19][CH2:20][C:21]([O:23][CH2:24][CH3:25])=[O:22].C(=O)([O-])[O-].[K+].[K+]. Product: [Br:1][C:2]1[N:3]=[C:4]2[CH2:12][CH2:11][C:10](=[O:13])[N:9]([CH2:15][CH2:16][CH2:17][CH2:18][CH2:19][CH2:20][C:21]([O:23][CH2:24][CH3:25])=[O:22])[C:5]2=[N:6][C:7]=1[Cl:8]. The catalyst class is: 18.